Regression. Given a peptide amino acid sequence and an MHC pseudo amino acid sequence, predict their binding affinity value. This is MHC class II binding data. From a dataset of Peptide-MHC class II binding affinity with 134,281 pairs from IEDB. (1) The peptide sequence is VDKSKPKVYQWFD. The MHC is DRB4_0101 with pseudo-sequence DRB4_0103. The binding affinity (normalized) is 0. (2) The peptide sequence is RRAIDLPTHENHGLK. The MHC is DRB3_0202 with pseudo-sequence DRB3_0202. The binding affinity (normalized) is 0. (3) The peptide sequence is YKDVDKPPFSGMTGC. The MHC is DRB1_0901 with pseudo-sequence DRB1_0901. The binding affinity (normalized) is 0.171. (4) The peptide sequence is GSMAKKGDEQKLRSA. The MHC is DRB1_0405 with pseudo-sequence DRB1_0405. The binding affinity (normalized) is 0.0465. (5) The peptide sequence is VTLRIRNVRFSDEGG. The MHC is DRB3_0202 with pseudo-sequence DRB3_0202. The binding affinity (normalized) is 0.183. (6) The peptide sequence is EKKYFAATQFEPLAS. The MHC is DRB1_1602 with pseudo-sequence DRB1_1602. The binding affinity (normalized) is 0.393.